This data is from Reaction yield outcomes from USPTO patents with 853,638 reactions. The task is: Predict the reaction yield, written as a fraction of the theoretical maximum amount of product (1.0 means a 100% yield; for example, 0.34 means a 34% yield). (1) The reactants are [OH:1][C:2]1[CH:3]=[C:4]([CH:7]=[CH:8][CH:9]=1)[CH:5]=O.[CH3:10][C:11]([CH3:13])=[O:12].[OH-:14].[Na+].Cl. The catalyst is C(O)C.O. The product is [OH:1][C:2]1[CH:3]=[C:4]([CH:5]=[CH:7][C:8](=[O:14])[CH:9]=[CH:2][C:3]2[CH:4]=[CH:5][CH:13]=[C:11]([OH:12])[CH:10]=2)[CH:7]=[CH:8][CH:9]=1. The yield is 0.190. (2) The reactants are [NH2:1][C:2]1[CH:3]=[C:4]2[C:9](=[C:10]([Cl:12])[CH:11]=1)[N:8]=[CH:7][C:6]([C:13]#[N:14])=[C:5]2[NH:15][C:16]1[CH:21]=[CH:20][C:19]([F:22])=[C:18]([Cl:23])[CH:17]=1.[CH:24]([C:27]1[N:28]=[CH:29][NH:30][C:31]=1[CH:32]=O)([CH3:26])[CH3:25].[BH3-]C#N.[Na+]. The catalyst is CCO. The product is [Cl:12][C:10]1[CH:11]=[C:2]([NH:1][CH2:32][C:31]2[NH:30][CH:29]=[N:28][C:27]=2[CH:24]([CH3:26])[CH3:25])[CH:3]=[C:4]2[C:9]=1[N:8]=[CH:7][C:6]([C:13]#[N:14])=[C:5]2[NH:15][C:16]1[CH:21]=[CH:20][C:19]([F:22])=[C:18]([Cl:23])[CH:17]=1. The yield is 0.720. (3) The reactants are Br[C:2]1[N:3]=[CH:4][NH:5][CH:6]=1.[OH:7][CH2:8][C:9]1[CH:14]=[CH:13][CH:12]=[CH:11][C:10]=1B(O)O.C1C=CC(P(C2C=CC=CC=2)C2C=CC=CC=2)=CC=1.C(=O)([O-])[O-].[K+].[K+]. The catalyst is CC([O-])=O.CC([O-])=O.[Pd+2].O.C(O)CC. The product is [NH:5]1[CH:6]=[C:2]([C:10]2[CH:11]=[CH:12][CH:13]=[CH:14][C:9]=2[CH2:8][OH:7])[N:3]=[CH:4]1. The yield is 0.370. (4) The product is [F:27][C:8]1[CH:9]=[C:10]([N:13]2[CH2:18][C@@H:17]3[CH2:19][C@H:14]2[CH2:15][N:16]3[C:20]([O:22][C:23]([CH3:24])([CH3:25])[CH3:26])=[O:21])[CH:11]=[CH:12][C:7]=1[C:5]1[N:41]2[N:40]=[C:39]([C:44]3[CH:49]=[CH:48][N:47]=[CH:46][CH:45]=3)[C:38]([C:33]3[CH:34]=[CH:35][CH:36]=[C:37]4[C:32]=3[CH:31]=[N:30][NH:29]4)=[C:42]2[N:43]=[CH:3][CH:4]=1. The yield is 0.700. The catalyst is C(O)C. The reactants are CN(C)/[CH:3]=[CH:4]/[C:5]([C:7]1[CH:12]=[CH:11][C:10]([N:13]2[CH2:18][C@@H:17]3[CH2:19][C@H:14]2[CH2:15][N:16]3[C:20]([O:22][C:23]([CH3:26])([CH3:25])[CH3:24])=[O:21])=[CH:9][C:8]=1[F:27])=O.[NH:29]1[C:37]2[C:32](=[C:33]([C:38]3[C:39]([C:44]4[CH:49]=[CH:48][N:47]=[CH:46][CH:45]=4)=[N:40][NH:41][C:42]=3[NH2:43])[CH:34]=[CH:35][CH:36]=2)[CH:31]=[N:30]1.FC(F)(F)C(O)=O. (5) The reactants are [Cl:1][C:2]1[CH:11]=[CH:10][C:5]([C:6]([O:8][CH3:9])=[O:7])=[CH:4][C:3]=1[S:12](Cl)(=[O:14])=[O:13].[CH:16]1([NH2:19])[CH2:18][CH2:17]1. The catalyst is O1CCOCC1. The product is [Cl:1][C:2]1[CH:11]=[CH:10][C:5]([C:6]([O:8][CH3:9])=[O:7])=[CH:4][C:3]=1[S:12](=[O:14])(=[O:13])[NH:19][CH:16]1[CH2:18][CH2:17]1. The yield is 0.320.